This data is from Forward reaction prediction with 1.9M reactions from USPTO patents (1976-2016). The task is: Predict the product of the given reaction. (1) Given the reactants N1C=CN=C1.[OH:6][C@H:7]1[CH2:11][N:10]([C:12]([O:14][C:15]([CH3:18])([CH3:17])[CH3:16])=[O:13])[C@H:9]([C:19]([O:21][CH3:22])=[O:20])[CH2:8]1.[CH3:23][C:24]([Si:27](Cl)([CH3:29])[CH3:28])([CH3:26])[CH3:25], predict the reaction product. The product is: [Si:27]([O:6][C@H:7]1[CH2:11][N:10]([C:12]([O:14][C:15]([CH3:16])([CH3:17])[CH3:18])=[O:13])[C@H:9]([C:19]([O:21][CH3:22])=[O:20])[CH2:8]1)([C:24]([CH3:26])([CH3:25])[CH3:23])([CH3:29])[CH3:28]. (2) Given the reactants [C:1]([O:7][CH2:8][CH2:9][Si:10]([CH3:13])([CH3:12])[CH3:11])(=[O:6])[CH2:2][C:3]([CH3:5])=[O:4].[N:14]([O-])=[O:15].[Na+], predict the reaction product. The product is: [N:14](=[C:2]([C:3]([CH3:5])=[O:4])[C:1]([O:7][CH2:8][CH2:9][Si:10]([CH3:11])([CH3:13])[CH3:12])=[O:6])[OH:15].